Dataset: Peptide-MHC class II binding affinity with 134,281 pairs from IEDB. Task: Regression. Given a peptide amino acid sequence and an MHC pseudo amino acid sequence, predict their binding affinity value. This is MHC class II binding data. (1) The peptide sequence is PAKNIYSFNEIVALW. The MHC is HLA-DQA10102-DQB10502 with pseudo-sequence HLA-DQA10102-DQB10502. The binding affinity (normalized) is 0.486. (2) The peptide sequence is IPAKKIIDWKGAN. The MHC is DRB1_1501 with pseudo-sequence DRB1_1501. The binding affinity (normalized) is 0.214.